This data is from Forward reaction prediction with 1.9M reactions from USPTO patents (1976-2016). The task is: Predict the product of the given reaction. (1) Given the reactants [CH3:1][N:2]1[C:6]2=[N:7][C:8]([NH:15][CH2:16][C:17]([O:19]C)=[O:18])=[CH:9][C:10]([C:11]([F:14])([F:13])[F:12])=[C:5]2[C:4]([C:21]2[CH:26]=[CH:25][CH:24]=[CH:23][CH:22]=2)=[N:3]1.O, predict the reaction product. The product is: [CH3:1][N:2]1[C:6]2=[N:7][C:8]([NH:15][CH2:16][C:17]([OH:19])=[O:18])=[CH:9][C:10]([C:11]([F:13])([F:14])[F:12])=[C:5]2[C:4]([C:21]2[CH:26]=[CH:25][CH:24]=[CH:23][CH:22]=2)=[N:3]1. (2) Given the reactants C([O:5][C:6](=[O:36])[NH:7][C@H:8]([CH2:26][C:27]1[CH:32]=[C:31]([F:33])[C:30]([F:34])=[CH:29][C:28]=1[F:35])[CH2:9][C:10](=[O:25])[N:11]1[CH2:15][CH2:14][CH2:13][C@H:12]1[C:16]1[N:20]=[C:19]([C:21]2([F:24])[CH2:23][CH2:22]2)[O:18][N:17]=1)(C)(C)C, predict the reaction product. The product is: [CH:6]([OH:36])=[O:5].[NH2:7][C@H:8]([CH2:26][C:27]1[CH:32]=[C:31]([F:33])[C:30]([F:34])=[CH:29][C:28]=1[F:35])[CH2:9][C:10]([N:11]1[CH2:15][CH2:14][CH2:13][C@H:12]1[C:16]1[N:20]=[C:19]([C:21]2([F:24])[CH2:23][CH2:22]2)[O:18][N:17]=1)=[O:25]. (3) The product is: [CH2:19]([O:1][C:2]1[CH:3]=[C:4]2[C:8](=[CH:9][CH:10]=1)[NH:7][CH:6]=[CH:5]2)[CH:18]=[CH2:17]. Given the reactants [OH:1][C:2]1[CH:3]=[C:4]2[C:8](=[CH:9][CH:10]=1)[NH:7][CH:6]=[CH:5]2.C(=O)([O-])[O-].[Cs+].[Cs+].[CH2:17](Br)[CH:18]=[CH2:19].O, predict the reaction product. (4) Given the reactants [OH-].[Na+].C([O:5][C:6]([C:8]1[CH:9]=[CH:10][CH:11]=[C:12]2[C:21]3[C:16](=[N:17][CH:18]=[CH:19][C:20]=3[NH:22][C:23]3[CH:28]=[CH:27][C:26]([NH:29][C:30](=[O:37])[C:31]4[CH:36]=[CH:35][CH:34]=[CH:33][CH:32]=4)=[CH:25][CH:24]=3)[NH:15][C:14](=[O:38])[C:13]=12)=[O:7])C, predict the reaction product. The product is: [C:30]([NH:29][C:26]1[CH:25]=[CH:24][C:23]([NH:22][C:20]2[CH:19]=[CH:18][N:17]=[C:16]3[C:21]=2[C:12]2[C:13](=[C:8]([C:6]([OH:7])=[O:5])[CH:9]=[CH:10][CH:11]=2)[C:14](=[O:38])[NH:15]3)=[CH:28][CH:27]=1)(=[O:37])[C:31]1[CH:32]=[CH:33][CH:34]=[CH:35][CH:36]=1. (5) Given the reactants [Cl:1][C:2]1[CH:7]=[C:6]([NH:8][C:9]2[CH:14]=[CH:13][CH:12]=[CH:11][C:10]=2[CH2:15][O:16][CH2:17][CH2:18][OH:19])[CH:5]=[CH:4][C:3]=1[C:20]([C:22]1[CH:27]=[CH:26][CH:25]=[CH:24][C:23]=1[CH3:28])=[O:21].[BrH:29].[OH-].[Na+], predict the reaction product. The product is: [Br:29][C:12]1[CH:13]=[CH:14][C:9]([NH:8][C:6]2[CH:5]=[CH:4][C:3]([C:20]([C:22]3[CH:27]=[CH:26][CH:25]=[CH:24][C:23]=3[CH3:28])=[O:21])=[C:2]([Cl:1])[CH:7]=2)=[C:10]([CH2:15][O:16][CH2:17][CH2:18][OH:19])[CH:11]=1. (6) Given the reactants [N+:1]([C:4]1[CH:8]=[CH:7][NH:6][N:5]=1)([O-:3])=[O:2].[H-].[Na+].[CH2:11]([S:13](Cl)(=[O:15])=[O:14])[CH3:12], predict the reaction product. The product is: [CH2:11]([S:13]([N:6]1[CH:7]=[CH:8][C:4]([N+:1]([O-:3])=[O:2])=[N:5]1)(=[O:15])=[O:14])[CH3:12]. (7) Given the reactants [BH4-].[Na+].[Br:3][C:4]1[CH:5]=[C:6]2[C:11](=[CH:12][CH:13]=1)[C:10](=[O:14])[NH:9][CH:8]=[C:7]2[SH:15].[Si:16]([O:33][CH2:34][C@@H:35]1[CH2:40][C@H:39](OS(C)(=O)=O)[CH2:38][CH2:37][N:36]1[C:46]([O:48][C:49]([CH3:52])([CH3:51])[CH3:50])=[O:47])([C:29]([CH3:32])([CH3:31])[CH3:30])([C:23]1[CH:28]=[CH:27][CH:26]=[CH:25][CH:24]=1)[C:17]1[CH:22]=[CH:21][CH:20]=[CH:19][CH:18]=1.C(=O)([O-])[O-].[K+].[K+], predict the reaction product. The product is: [Br:3][C:4]1[CH:5]=[C:6]2[C:11](=[CH:12][CH:13]=1)[C:10](=[O:14])[NH:9][CH:8]=[C:7]2[S:15][C@H:39]1[CH2:38][CH2:37][N:36]([C:46]([O:48][C:49]([CH3:51])([CH3:50])[CH3:52])=[O:47])[C@H:35]([CH2:34][O:33][Si:16]([C:29]([CH3:32])([CH3:31])[CH3:30])([C:23]2[CH:28]=[CH:27][CH:26]=[CH:25][CH:24]=2)[C:17]2[CH:22]=[CH:21][CH:20]=[CH:19][CH:18]=2)[CH2:40]1.